Dataset: NCI-60 drug combinations with 297,098 pairs across 59 cell lines. Task: Regression. Given two drug SMILES strings and cell line genomic features, predict the synergy score measuring deviation from expected non-interaction effect. (1) Drug 1: CC1C(C(CC(O1)OC2CC(CC3=C2C(=C4C(=C3O)C(=O)C5=C(C4=O)C(=CC=C5)OC)O)(C(=O)C)O)N)O.Cl. Drug 2: B(C(CC(C)C)NC(=O)C(CC1=CC=CC=C1)NC(=O)C2=NC=CN=C2)(O)O. Cell line: MALME-3M. Synergy scores: CSS=24.6, Synergy_ZIP=-4.13, Synergy_Bliss=1.36, Synergy_Loewe=-3.53, Synergy_HSA=0.397. (2) Cell line: UACC62. Drug 2: CNC(=O)C1=NC=CC(=C1)OC2=CC=C(C=C2)NC(=O)NC3=CC(=C(C=C3)Cl)C(F)(F)F. Synergy scores: CSS=22.8, Synergy_ZIP=-6.31, Synergy_Bliss=-7.29, Synergy_Loewe=-25.1, Synergy_HSA=-7.10. Drug 1: CC1=C(C=C(C=C1)NC2=NC=CC(=N2)N(C)C3=CC4=NN(C(=C4C=C3)C)C)S(=O)(=O)N.Cl. (3) Drug 1: CC=C1C(=O)NC(C(=O)OC2CC(=O)NC(C(=O)NC(CSSCCC=C2)C(=O)N1)C(C)C)C(C)C. Drug 2: CS(=O)(=O)CCNCC1=CC=C(O1)C2=CC3=C(C=C2)N=CN=C3NC4=CC(=C(C=C4)OCC5=CC(=CC=C5)F)Cl. Cell line: OVCAR-4. Synergy scores: CSS=20.1, Synergy_ZIP=-1.70, Synergy_Bliss=-2.30, Synergy_Loewe=-27.9, Synergy_HSA=-0.730. (4) Drug 1: C1CCN(CC1)CCOC2=CC=C(C=C2)C(=O)C3=C(SC4=C3C=CC(=C4)O)C5=CC=C(C=C5)O. Drug 2: CC1=CC2C(CCC3(C2CCC3(C(=O)C)OC(=O)C)C)C4(C1=CC(=O)CC4)C. Cell line: OVCAR-4. Synergy scores: CSS=4.90, Synergy_ZIP=-1.25, Synergy_Bliss=2.13, Synergy_Loewe=0.909, Synergy_HSA=0.933.